This data is from Full USPTO retrosynthesis dataset with 1.9M reactions from patents (1976-2016). The task is: Predict the reactants needed to synthesize the given product. (1) Given the product [CH2:15]([O:1][C:2]1[CH:11]=[C:10]2[C:5]([CH2:6][CH2:7][CH2:8][C:9]2=[O:12])=[CH:4][C:3]=1[O:13][CH3:14])[C:16]1[CH:21]=[CH:20][CH:19]=[CH:18][CH:17]=1, predict the reactants needed to synthesize it. The reactants are: [OH:1][C:2]1[CH:11]=[C:10]2[C:5]([CH2:6][CH2:7][CH2:8][C:9]2=[O:12])=[CH:4][C:3]=1[O:13][CH3:14].[CH2:15](Br)[C:16]1[CH:21]=[CH:20][CH:19]=[CH:18][CH:17]=1.C([O-])([O-])=O.[K+].[K+].O. (2) Given the product [N:22]1[N:21]=[C:20]([CH:8]([NH2:7])[CH2:9][C:10]2[CH:11]=[C:12]3[C:16](=[C:17]([CH3:19])[CH:18]=2)[NH:15][N:14]=[CH:13]3)[N:24]2[CH:25]=[CH:26][CH:27]=[CH:28][C:23]=12, predict the reactants needed to synthesize it. The reactants are: C(OC(=O)[NH:7][CH:8]([C:20]1[N:24]2[CH:25]=[CH:26][CH:27]=[CH:28][C:23]2=[N:22][N:21]=1)[CH2:9][C:10]1[CH:11]=[C:12]2[C:16](=[C:17]([CH3:19])[CH:18]=1)[NH:15][N:14]=[CH:13]2)(C)(C)C.